This data is from Forward reaction prediction with 1.9M reactions from USPTO patents (1976-2016). The task is: Predict the product of the given reaction. (1) Given the reactants [OH:1][NH:2][C:3]([C:5]1[C:6]2[CH:7]=[CH:8][N:9]=[CH:10][C:11]=2[CH:12]=[CH:13][CH:14]=1)=[NH:4].[Cl:15][C:16]1[CH:17]=[C:18]([CH:22]=[CH:23][C:24]=1[O:25][CH:26]([CH3:28])[CH3:27])[C:19](Cl)=O.C(N(CC)CC)C, predict the reaction product. The product is: [Cl:15][C:16]1[CH:17]=[C:18]([C:19]2[O:1][N:2]=[C:3]([C:5]3[CH:14]=[CH:13][CH:12]=[C:11]4[C:6]=3[CH:7]=[CH:8][N:9]=[CH:10]4)[N:4]=2)[CH:22]=[CH:23][C:24]=1[O:25][CH:26]([CH3:27])[CH3:28]. (2) Given the reactants [C:1]([O:5][C:6](=[O:15])/[CH:7]=[CH:8]/[C:9]1[CH:14]=[CH:13][CH:12]=[CH:11][N:10]=1)([CH3:4])([CH3:3])[CH3:2].C([O-])=O.[NH4+], predict the reaction product. The product is: [C:1]([O:5][C:6](=[O:15])[CH2:7][CH2:8][C:9]1[CH:14]=[CH:13][CH:12]=[CH:11][N:10]=1)([CH3:4])([CH3:2])[CH3:3]. (3) The product is: [OH:35][CH2:34][CH2:33][N:32]([CH3:31])[C:28]([CH:26]1[CH2:25][CH2:24][C:23]2[C:16]3[C:15]([NH:14][C:6]4[CH:7]=[C:8]5[C:12](=[CH:13][C:5]=4[O:4][CH:2]([CH3:3])[CH3:1])[NH:11][N:10]=[CH:9]5)=[N:20][CH:19]=[N:18][C:17]=3[S:21][C:22]=2[CH2:27]1)=[O:30]. Given the reactants [CH3:1][CH:2]([O:4][C:5]1[CH:13]=[C:12]2[C:8]([CH:9]=[N:10][NH:11]2)=[CH:7][C:6]=1[NH:14][C:15]1[C:16]2[C:23]3[CH2:24][CH2:25][CH:26]([C:28]([OH:30])=O)[CH2:27][C:22]=3[S:21][C:17]=2[N:18]=[CH:19][N:20]=1)[CH3:3].[CH3:31][NH:32][CH2:33][CH2:34][OH:35], predict the reaction product. (4) Given the reactants [Cl:1][C:2]1[CH:10]=[CH:9][CH:8]=[C:7]2[C:3]=1[CH:4]=[CH:5][NH:6]2.ClCC[CH:14]([C:18]([O-:20])=O)[C:15]([O-:17])=O.[CH:21]1([CH2:28][NH2:29])[CH2:27][CH2:26][CH2:25][CH2:24][CH2:23][CH2:22]1.[BH4-].[Na+].Cl.[CH3:33][OH:34], predict the reaction product. The product is: [Cl:1][C:2]1[CH:10]=[CH:9][CH:8]=[C:7]2[C:3]=1[C:4]([C:33]([NH:29][CH2:28][CH:21]1[CH2:27][CH2:26][CH2:25][CH2:24][CH2:23][CH2:22]1)=[O:34])=[CH:5][N:6]2[CH:14]([CH2:15][OH:17])[CH2:18][OH:20]. (5) The product is: [CH3:9][O:10][C:11](=[O:12])[C:13]1[CH:14]=[CH:15][C:16]([O:1][CH2:2][C:3]2[CH:8]=[CH:7][CH:6]=[CH:5][N:4]=2)=[CH:17][CH:18]=1. Given the reactants [OH:1][CH2:2][C:3]1[CH:8]=[CH:7][CH:6]=[CH:5][N:4]=1.[CH3:9][O:10][C:11]([C:13]1[CH:14]=[CH:15][C:16](O)=[CH:17][CH:18]=1)=[O:12].C1(P(C2C=CC=CC=2)C2C=CC=CC=2)C=CC=CC=1.N(C(OC(C)C)=O)=NC(OC(C)C)=O, predict the reaction product. (6) Given the reactants [CH:1]([C:3]1[S:11][C:10]2[CH2:9][CH2:8][N:7]([C:12]([O:14][C:15]([CH3:18])([CH3:17])[CH3:16])=[O:13])[CH2:6][C:5]=2[CH:4]=1)=O.[NH:19]1[CH2:22][CH2:21][CH2:20]1.C(O[BH-](OC(=O)C)OC(=O)C)(=O)C.[Na+].C(=O)([O-])O.[Na+], predict the reaction product. The product is: [N:19]1([CH2:1][C:3]2[S:11][C:10]3[CH2:9][CH2:8][N:7]([C:12]([O:14][C:15]([CH3:18])([CH3:17])[CH3:16])=[O:13])[CH2:6][C:5]=3[CH:4]=2)[CH2:22][CH2:21][CH2:20]1. (7) Given the reactants [C:1]([O:4][C:5]1[C:10]([CH3:11])=[CH:9][C:8]([OH:12])=[CH:7][C:6]=1[C:13]([CH3:16])([CH3:15])[CH3:14])(=[O:3])[CH3:2].C1N2CN3CN(C2)CN1C3.O.[OH-].[Na+].FC(F)(F)[C:32](O)=[O:33], predict the reaction product. The product is: [C:1]([O:4][C:5]1[C:6]([C:13]([CH3:16])([CH3:15])[CH3:14])=[CH:7][C:8]([OH:12])=[C:9]([C:10]=1[CH3:11])[CH:32]=[O:33])(=[O:3])[CH3:2].